Dataset: Forward reaction prediction with 1.9M reactions from USPTO patents (1976-2016). Task: Predict the product of the given reaction. (1) The product is: [CH2:1]([O:3][C:4]([N:6]1[CH2:11][CH2:10][N:9]([C:12](=[O:49])[C@@H:13]([NH:19][C:20]([C:22]2[CH:26]=[C:25]([O:27][CH2:28][C:29]([N:31]3[CH2:35][CH2:34][CH2:33][C@H:32]3[C:36](=[O:42])[NH:37][CH:38]3[CH2:39][CH2:40][CH2:41]3)=[O:30])[N:24]([C:43]3[CH:44]=[CH:45][CH:46]=[CH:47][CH:48]=3)[N:23]=2)=[O:21])[CH2:14][CH2:15][C:16]([O:18][CH2:50][CH3:51])=[O:17])[CH2:8][CH2:7]1)=[O:5])[CH3:2]. Given the reactants [CH2:1]([O:3][C:4]([N:6]1[CH2:11][CH2:10][N:9]([C:12](=[O:49])[C@@H:13]([NH:19][C:20]([C:22]2[CH:26]=[C:25]([O:27][CH2:28][C:29]([N:31]3[CH2:35][CH2:34][CH2:33][C@H:32]3[C:36](=[O:42])[NH:37][CH:38]3[CH2:41][CH2:40][CH2:39]3)=[O:30])[N:24]([C:43]3[CH:48]=[CH:47][CH:46]=[CH:45][CH:44]=3)[N:23]=2)=[O:21])[CH2:14][CH2:15][C:16]([OH:18])=[O:17])[CH2:8][CH2:7]1)=[O:5])[CH3:2].[CH2:50](Cl)[CH2:51]Cl.C(O)C, predict the reaction product. (2) Given the reactants Br[C:2]1[CH:18]=[CH:17][C:5]([O:6][CH2:7][CH2:8][O:9][Si:10]([C:13]([CH3:16])([CH3:15])[CH3:14])([CH3:12])[CH3:11])=[CH:4][CH:3]=1.C([Li])CCC.[Cl:24][C:25]1[CH:36]=[CH:35][C:28]([C:29](N(OC)C)=[O:30])=[CH:27][C:26]=1[S:37](=[O:40])(=[O:39])[NH2:38], predict the reaction product. The product is: [C:13]([Si:10]([CH3:12])([CH3:11])[O:9][CH2:8][CH2:7][O:6][C:5]1[CH:17]=[CH:18][C:2]([C:29]([C:28]2[CH:35]=[CH:36][C:25]([Cl:24])=[C:26]([S:37]([NH2:38])(=[O:39])=[O:40])[CH:27]=2)=[O:30])=[CH:3][CH:4]=1)([CH3:16])([CH3:15])[CH3:14]. (3) The product is: [C:1]([N:26]1[CH2:27][CH2:28][CH:24]([NH:23][CH2:22][C:20]([O:19][C:15]([CH3:18])([CH3:16])[CH3:17])=[O:21])[CH2:25]1)(=[O:3])[CH3:2]. Given the reactants [C:1](OC(=O)C)(=[O:3])[CH3:2].C(N(CC)CC)C.[C:15]([O:19][C:20]([CH2:22][NH:23][CH:24]1[CH2:28][CH2:27][NH:26][CH2:25]1)=[O:21])([CH3:18])([CH3:17])[CH3:16], predict the reaction product.